From a dataset of Forward reaction prediction with 1.9M reactions from USPTO patents (1976-2016). Predict the product of the given reaction. (1) Given the reactants [Cl:1][C:2]1[CH:7]=[CH:6][C:5]([C:8]2(C(O)=O)[CH2:11][CH2:10][CH2:9]2)=[CH:4][CH:3]=1.[C:15](O[C:15]([O:17][C:18]([CH3:21])([CH3:20])[CH3:19])=[O:16])([O:17][C:18]([CH3:21])([CH3:20])[CH3:19])=[O:16].[N-:30]=[N+]=[N-].[Na+].C(=O)(O)[O-].[Na+], predict the reaction product. The product is: [C:18]([O:17][C:15](=[O:16])[NH:30][C:8]1([C:5]2[CH:4]=[CH:3][C:2]([Cl:1])=[CH:7][CH:6]=2)[CH2:9][CH2:10][CH2:11]1)([CH3:21])([CH3:20])[CH3:19]. (2) Given the reactants [Br:1][C:2]1[N:7]=[C:6]([N+:8]([O-])=O)[C:5]([O:11][CH3:12])=[CH:4][CH:3]=1, predict the reaction product. The product is: [Br:1][C:2]1[N:7]=[C:6]([NH2:8])[C:5]([O:11][CH3:12])=[CH:4][CH:3]=1. (3) Given the reactants [NH2:1][N:2]1[N:11]=[C:10]([C:12]([F:15])([F:14])[F:13])[C:9]2[C:4](=[CH:5][CH:6]=[CH:7][CH:8]=2)[C:3]1=[O:16].[C:17]12([S:27][CH2:28][C:29](O)=[O:30])[CH2:26][CH:21]3[CH2:22][CH:23]([CH2:25][CH:19]([CH2:20]3)[CH2:18]1)[CH2:24]2, predict the reaction product. The product is: [C:17]12([S:27][CH2:28][C:29]([NH:1][N:2]3[N:11]=[C:10]([C:12]([F:15])([F:13])[F:14])[C:9]4[C:4](=[CH:5][CH:6]=[CH:7][CH:8]=4)[C:3]3=[O:16])=[O:30])[CH2:26][CH:21]3[CH2:22][CH:23]([CH2:25][CH:19]([CH2:20]3)[CH2:18]1)[CH2:24]2. (4) Given the reactants [O:1]=[S:2]1(=[O:23])[CH2:6][CH2:5][CH2:4][N:3]1[C:7]1[CH:15]=[C:14]([N:16]2[CH2:20][CH2:19][CH2:18][S:17]2(=[O:22])=[O:21])[CH:13]=[CH:12][C:8]=1[C:9](O)=[O:10].Cl.[CH:25]1([C:28]2[CH:29]=[C:30]([CH3:40])[C:31]([N:34]3[CH2:39][CH2:38][NH:37][CH2:36][CH2:35]3)=[N:32][CH:33]=2)[CH2:27][CH2:26]1, predict the reaction product. The product is: [O:23]=[S:2]1(=[O:1])[CH2:6][CH2:5][CH2:4][N:3]1[C:7]1[CH:15]=[C:14]([N:16]2[CH2:20][CH2:19][CH2:18][S:17]2(=[O:21])=[O:22])[CH:13]=[CH:12][C:8]=1[C:9]([N:37]1[CH2:36][CH2:35][N:34]([C:31]2[C:30]([CH3:40])=[CH:29][C:28]([CH:25]3[CH2:27][CH2:26]3)=[CH:33][N:32]=2)[CH2:39][CH2:38]1)=[O:10]. (5) Given the reactants [F:1][C:2]1[CH:7]=[CH:6][CH:5]=[CH:4][C:3]=1[CH:8]=[CH:9][C:10]([NH:12][C@H:13]([C:38]([O:40]C)=[O:39])[CH2:14][CH2:15][CH2:16][NH:17][C:18](=[NH:37])[NH:19][S:20]([C:23]1[CH:33]([CH3:34])[CH:27]2[CH2:28][C:29]([CH3:32])([CH3:31])[O:30][C:26]2=[C:25]([CH3:35])[C:24]=1[CH3:36])(=[O:22])=[O:21])=[O:11].[OH-].[Na+], predict the reaction product. The product is: [F:1][C:2]1[CH:7]=[CH:6][CH:5]=[CH:4][C:3]=1[CH:8]=[CH:9][C:10]([NH:12][C@H:13]([C:38]([OH:40])=[O:39])[CH2:14][CH2:15][CH2:16][NH:17][C:18](=[NH:37])[NH:19][S:20]([C:23]1[CH:33]([CH3:34])[CH:27]2[CH2:28][C:29]([CH3:32])([CH3:31])[O:30][C:26]2=[C:25]([CH3:35])[C:24]=1[CH3:36])(=[O:22])=[O:21])=[O:11].